The task is: Predict the reactants needed to synthesize the given product.. This data is from Full USPTO retrosynthesis dataset with 1.9M reactions from patents (1976-2016). (1) Given the product [ClH:23].[CH3:16][N:15]([CH3:17])[C:14]([C@H:10]1[CH2:11][CH2:12][CH2:13][C@H:8]([NH2:7])[CH2:9]1)=[O:18], predict the reactants needed to synthesize it. The reactants are: C(OC(=O)[NH:7][C@H:8]1[CH2:13][CH2:12][CH2:11][C@H:10]([C:14](=[O:18])[N:15]([CH3:17])[CH3:16])[CH2:9]1)(C)(C)C.C([Cl:23])(=O)C. (2) The reactants are: [F:1][C:2]1[C:11]([CH2:12][C:13](O)=[O:14])=[C:10]([F:16])[CH:9]=[C:8]2[C:3]=1[CH:4]=[CH:5][CH:6]=[N:7]2.C(Cl)(=O)C([Cl:20])=O.CN(C)C=O. Given the product [F:1][C:2]1[C:11]([CH2:12][C:13]([Cl:20])=[O:14])=[C:10]([F:16])[CH:9]=[C:8]2[C:3]=1[CH:4]=[CH:5][CH:6]=[N:7]2, predict the reactants needed to synthesize it.